Dataset: Catalyst prediction with 721,799 reactions and 888 catalyst types from USPTO. Task: Predict which catalyst facilitates the given reaction. (1) Reactant: [N:1]1[C:10]2[C:5](=[CH:6][CH:7]=[CH:8][CH:9]=2)[CH:4]=[C:3]([C:11]#[C:12][CH2:13][OH:14])[CH:2]=1.CC(C)([O-])C.[K+].[CH:21]([N:24]([CH:28]([CH3:30])[CH3:29])[C:25](Cl)=[O:26])([CH3:23])[CH3:22].[NH4+].[Cl-]. Product: [CH:21]([N:24]([CH:28]([CH3:30])[CH3:29])[C:25]([O:14][CH2:13][C:12]#[C:11][C:3]1[CH:2]=[N:1][C:10]2[C:5]([CH:4]=1)=[CH:6][CH:7]=[CH:8][CH:9]=2)=[O:26])([CH3:23])[CH3:22]. The catalyst class is: 680. (2) Reactant: C([O:8][C:9]1[CH:10]=[C:11]([N:15]2[C:19]([NH:20][C:21](=[O:36])[C:22]3[CH:27]=[C:26]([C:28]4[C:33]([F:34])=[CH:32][CH:31]=[CH:30][N:29]=4)[CH:25]=[CH:24][C:23]=3[Cl:35])=[CH:18][C:17]([C:37](O)=[O:38])=[N:16]2)[CH:12]=[CH:13][CH:14]=1)C1C=CC=CC=1.[CH:40]1([NH2:43])[CH2:42][CH2:41]1.CCN(C(C)C)C(C)C.CN(C(ON1N=NC2C=CC=NC1=2)=[N+](C)C)C.F[P-](F)(F)(F)(F)F.B(Cl)(Cl)Cl. Product: [Cl:35][C:23]1[CH:24]=[CH:25][C:26]([C:28]2[C:33]([F:34])=[CH:32][CH:31]=[CH:30][N:29]=2)=[CH:27][C:22]=1[C:21]([NH:20][C:19]1[N:15]([C:11]2[CH:12]=[CH:13][CH:14]=[C:9]([OH:8])[CH:10]=2)[N:16]=[C:17]([C:37]([NH:43][CH:40]2[CH2:42][CH2:41]2)=[O:38])[CH:18]=1)=[O:36]. The catalyst class is: 18. (3) Product: [Br:14][C:5]1[C:4]2[CH:9]=[CH:10][O:11][C:3]=2[C:2]([Br:1])=[CH:7][N:6]=1. Reactant: [Br:1][C:2]1[C:3]2[O:11][CH:10]=[CH:9][C:4]=2[C:5](=O)[NH:6][CH:7]=1.P(Br)(Br)([Br:14])=O.[OH-].[Na+]. The catalyst class is: 68. (4) Reactant: Cl.[Cl:2][C:3]1[CH:8]=[CH:7][C:6]([C:9]2([OH:21])[CH2:14][CH2:13][N:12]([C@H:15]3[C@H:19]([OH:20])[CH2:18][NH:17][CH2:16]3)[CH2:11][CH2:10]2)=[CH:5][CH:4]=1.Cl[C:23]1[C:28]([CH3:29])=[C:27]([CH3:30])[N:26]=[C:25]([C:31]([F:34])([F:33])[F:32])[N:24]=1.C(N(C(C)C)CC)(C)C. Product: [Cl:2][C:3]1[CH:8]=[CH:7][C:6]([C:9]2([OH:21])[CH2:14][CH2:13][N:12]([CH:15]3[CH:19]([OH:20])[CH2:18][N:17]([C:23]4[C:28]([CH3:29])=[C:27]([CH3:30])[N:26]=[C:25]([C:31]([F:33])([F:34])[F:32])[N:24]=4)[CH2:16]3)[CH2:11][CH2:10]2)=[CH:5][CH:4]=1. The catalyst class is: 3. (5) Reactant: [C:1]1([CH:7]2[S:12][CH2:11][CH2:10][CH2:9][S:8]2)[CH:6]=[CH:5][CH:4]=[CH:3][CH:2]=1.C([Li])CCC.[C:18]([O:22][C:23](=[O:32])[NH:24][C@H:25]([CH:30]=[O:31])[CH2:26][CH2:27][CH2:28][CH3:29])([CH3:21])([CH3:20])[CH3:19].C(O)(=O)C. Product: [C:18]([O:22][C:23](=[O:32])[NH:24][C@H:25]([CH:30]([OH:31])[C:7]1([C:1]2[CH:2]=[CH:3][CH:4]=[CH:5][CH:6]=2)[S:8][CH2:9][CH2:10][CH2:11][S:12]1)[CH2:26][CH2:27][CH2:28][CH3:29])([CH3:19])([CH3:20])[CH3:21]. The catalyst class is: 1.